From a dataset of Full USPTO retrosynthesis dataset with 1.9M reactions from patents (1976-2016). Predict the reactants needed to synthesize the given product. (1) Given the product [Cl:1][C:2]1[S:3][C:4]([CH2:7][N:8]2[CH2:12][CH2:11][S:10][C:9]2=[N:13][C:20](=[O:27])[C:21]2[CH:26]=[CH:25][CH:24]=[CH:23][CH:22]=2)=[CH:5][N:6]=1, predict the reactants needed to synthesize it. The reactants are: [Cl:1][C:2]1[S:3][C:4]([CH2:7][N:8]2[CH2:12][CH2:11][S:10][C:9]2=[NH:13])=[CH:5][N:6]=1.C(=O)([O-])[O-].[Na+].[Na+].[C:20](Cl)(=[O:27])[C:21]1[CH:26]=[CH:25][CH:24]=[CH:23][CH:22]=1. (2) Given the product [NH:28]1[CH2:27][CH2:26][CH:25]([C:22]2[CH:23]=[CH:24][N:19]3[CH:18]=[N:17][N:16]=[C:20]3[CH:21]=2)[CH2:30][CH2:29]1, predict the reactants needed to synthesize it. The reactants are: N1CCC(C2C=CC3N(C=NN=3)C=2)CC1.[N:16]1[N:17]=[CH:18][N:19]2[CH:24]=[CH:23][C:22]([CH:25]3[CH2:30][CH2:29][N:28](C(OC(C)(C)C)=O)[CH2:27][CH2:26]3)=[CH:21][C:20]=12.N1N=CN2C=C(C3CCN(C(OC(C)(C)C)=O)CC3)C=CC=12. (3) The reactants are: [C:1]1([CH2:7][C:8]2[CH:13]=[CH:12][CH:11]=[CH:10][CH:9]=2)[CH:6]=[CH:5][CH:4]=[CH:3][CH:2]=1.Cl[S:15]([OH:18])(=[O:17])=[O:16]. Given the product [CH2:7]([C:8]1[CH:9]=[CH:10][C:11]([S:15]([OH:18])(=[O:17])=[O:16])=[CH:12][CH:13]=1)[C:1]1[CH:6]=[CH:5][CH:4]=[CH:3][CH:2]=1, predict the reactants needed to synthesize it. (4) The reactants are: [Cl-].O[NH3+:3].[C:4](=[O:7])([O-])[OH:5].[Na+].CS(C)=O.[OH:13][C:14]([CH3:53])([CH3:52])[CH:15]([CH3:51])[O:16][C@H:17]1[CH2:22][CH2:21][C@H:20]([N:23]2[C:28](=[O:29])[C:27]([CH2:30][C:31]3[CH:36]=[CH:35][C:34]([C:37]4[C:38]([C:43]#[N:44])=[CH:39][CH:40]=[CH:41][CH:42]=4)=[CH:33][CH:32]=3)=[C:26]([CH2:45][CH2:46][CH3:47])[N:25]3[N:48]=[CH:49][CH:50]=[C:24]23)[CH2:19][CH2:18]1. Given the product [OH:13][C:14]([CH3:52])([CH3:53])[CH:15]([CH3:51])[O:16][C@H:17]1[CH2:22][CH2:21][C@H:20]([N:23]2[C:28](=[O:29])[C:27]([CH2:30][C:31]3[CH:36]=[CH:35][C:34]([C:37]4[CH:42]=[CH:41][CH:40]=[CH:39][C:38]=4[C:43]4[NH:3][C:4](=[O:7])[O:5][N:44]=4)=[CH:33][CH:32]=3)=[C:26]([CH2:45][CH2:46][CH3:47])[N:25]3[N:48]=[CH:49][CH:50]=[C:24]23)[CH2:19][CH2:18]1, predict the reactants needed to synthesize it. (5) Given the product [Cl:1][C:2]1[CH:3]=[C:4]([C@@H:8]2[C@@H:13]([C:14]3[CH:19]=[CH:18][C:17]([Cl:20])=[CH:16][CH:15]=3)[N:12]([C@@H:21]([CH2:26][CH3:27])[CH2:22][CH2:23][C:24]#[N:25])[C:11](=[O:28])[C@@H:10]([CH2:29][C:30]([OH:32])=[O:31])[CH2:9]2)[CH:5]=[CH:6][CH:7]=1, predict the reactants needed to synthesize it. The reactants are: [Cl:1][C:2]1[CH:3]=[C:4]([C@@H:8]2[C@@H:13]([C:14]3[CH:19]=[CH:18][C:17]([Cl:20])=[CH:16][CH:15]=3)[N:12]([C@@H:21]([CH2:26][CH3:27])[CH2:22][CH2:23][C:24]#[N:25])[C:11](=[O:28])[C@@H:10]([CH2:29][C:30]([O:32]C(C)(C)C)=[O:31])[CH2:9]2)[CH:5]=[CH:6][CH:7]=1.FC(F)(F)C(O)=O. (6) Given the product [CH:24]([N:27]1[CH2:32][CH2:31][N:30]([C:7]([C:6]2[CH:10]=[CH:11][C:3]([CH:1]=[O:2])=[CH:4][CH:5]=2)=[O:8])[CH2:29][CH2:28]1)([CH3:26])[CH3:25], predict the reactants needed to synthesize it. The reactants are: [CH:1]([C:3]1[CH:11]=[CH:10][C:6]([C:7](Cl)=[O:8])=[CH:5][CH:4]=1)=[O:2].C1(C)C=CC=CC=1.C([O-])(O)=O.[Na+].[CH:24]([N:27]1[CH2:32][CH2:31][NH:30][CH2:29][CH2:28]1)([CH3:26])[CH3:25].O. (7) Given the product [CH3:1][C:2]1[O:3][C:4]2[CH:10]=[C:9]([C:11]3[CH:12]=[CH:13][C:14]([NH:17][C:22]([C:21]4[CH:25]=[CH:26][CH:27]=[CH:28][C:20]=4[Cl:19])=[O:23])=[N:15][CH:16]=3)[C:8]([CH3:18])=[CH:7][C:5]=2[N:6]=1, predict the reactants needed to synthesize it. The reactants are: [CH3:1][C:2]1[O:3][C:4]2[CH:10]=[C:9]([C:11]3[CH:12]=[CH:13][C:14]([NH2:17])=[N:15][CH:16]=3)[C:8]([CH3:18])=[CH:7][C:5]=2[N:6]=1.[Cl:19][C:20]1[CH:28]=[CH:27][CH:26]=[CH:25][C:21]=1[C:22](Cl)=[O:23].CCN(C(C)C)C(C)C.C([O-])(O)=O.[Na+].C(Cl)Cl. (8) The reactants are: Cl[CH2:2][C:3]1[N:12]([CH2:13][CH3:14])[C:11](=[O:15])[C:10]2[C:5](=[CH:6][CH:7]=[CH:8][CH:9]=2)[N:4]=1.[OH:16][C:17]1[CH:24]=[CH:23][C:20]([CH:21]=[O:22])=[CH:19][CH:18]=1.C([O-])([O-])=O.[K+].[K+]. Given the product [CH2:13]([N:12]1[C:11](=[O:15])[C:10]2[C:5](=[CH:6][CH:7]=[CH:8][CH:9]=2)[N:4]=[C:3]1[CH2:2][O:16][C:17]1[CH:24]=[CH:23][C:20]([CH:21]=[O:22])=[CH:19][CH:18]=1)[CH3:14], predict the reactants needed to synthesize it. (9) The reactants are: [CH2:1]([O:8][C@@H:9]1[C@@H:17]([O:18][CH2:19][C:20]2[CH:25]=[CH:24][CH:23]=[CH:22][CH:21]=2)[C@H:16]([CH3:26])[O:15][C:14](=[O:27])[C@@H:13]([NH:28][C:29](=[O:35])[O:30][C:31]([CH3:34])([CH3:33])[CH3:32])[CH2:12][CH2:11][CH2:10]1)[C:2]1[CH:7]=[CH:6][CH:5]=[CH:4][CH:3]=1.[C:36](O[C:36]([O:38][C:39]([CH3:42])([CH3:41])[CH3:40])=[O:37])([O:38][C:39]([CH3:42])([CH3:41])[CH3:40])=[O:37]. Given the product [C:31]([O:30][C:29]([N:28]([C@H:13]1[CH2:12][CH2:11][CH2:10][C@H:9]([O:8][CH2:1][C:2]2[CH:3]=[CH:4][CH:5]=[CH:6][CH:7]=2)[C@@H:17]([O:18][CH2:19][C:20]2[CH:25]=[CH:24][CH:23]=[CH:22][CH:21]=2)[C@H:16]([CH3:26])[O:15][C:14]1=[O:27])[C:36](=[O:37])[O:38][C:39]([CH3:42])([CH3:41])[CH3:40])=[O:35])([CH3:34])([CH3:33])[CH3:32], predict the reactants needed to synthesize it. (10) Given the product [CH3:22][C:12]1[CH:17]=[CH:16][C:15]([S:18]([O:5][CH2:1][CH2:2][C:3]#[CH:4])(=[O:20])=[O:19])=[CH:14][CH:13]=1, predict the reactants needed to synthesize it. The reactants are: [CH2:1]([OH:5])[CH2:2][C:3]#[CH:4].N1C=CC=CC=1.[C:12]1([CH3:22])[CH:17]=[CH:16][C:15]([S:18](Cl)(=[O:20])=[O:19])=[CH:14][CH:13]=1.